Dataset: Full USPTO retrosynthesis dataset with 1.9M reactions from patents (1976-2016). Task: Predict the reactants needed to synthesize the given product. (1) Given the product [CH2:19]([O:22][NH:23][C:12](=[O:14])[C:11]1[CH:15]=[CH:16][N:17]=[CH:18][C:10]=1[NH:9][C:3]1[CH:4]=[CH:5][C:6]([I:8])=[CH:7][C:2]=1[Cl:1])[CH:20]=[CH2:21], predict the reactants needed to synthesize it. The reactants are: [Cl:1][C:2]1[CH:7]=[C:6]([I:8])[CH:5]=[CH:4][C:3]=1[NH:9][C:10]1[CH:18]=[N:17][CH:16]=[CH:15][C:11]=1[C:12]([OH:14])=O.[CH2:19]([O:22][NH2:23])[CH:20]=[CH2:21]. (2) The reactants are: COC1C=C(OC)C=CC=1C[NH:6][C:7]1[N:16]2[N:17]=[C:18]([CH2:20][CH2:21][N:22]3[CH2:27][CH2:26][CH2:25][C:24]([C:29]([F:32])([F:31])[F:30])([OH:28])[CH2:23]3)[N:19]=[C:15]2[C:14]2[C:9](=[C:10]3[O:35][C:34]([F:37])([F:36])[O:33][C:11]3=[CH:12][CH:13]=2)[N:8]=1.FC(F)(F)C(O)=O. Given the product [NH2:6][C:7]1[N:16]2[N:17]=[C:18]([CH2:20][CH2:21][N:22]3[CH2:27][CH2:26][CH2:25][C:24]([C:29]([F:32])([F:31])[F:30])([OH:28])[CH2:23]3)[N:19]=[C:15]2[C:14]2[C:9](=[C:10]3[O:35][C:34]([F:37])([F:36])[O:33][C:11]3=[CH:12][CH:13]=2)[N:8]=1, predict the reactants needed to synthesize it. (3) Given the product [Cl:1][C:2]1[C:3]([O:12][C:13]2[CH:18]=[C:17]([OH:19])[CH:16]=[CH:15][C:14]=2[CH2:23][CH2:24][C:25]([O:27][CH2:28][CH3:29])=[O:26])=[N:4][CH:5]=[C:6]([C:8]([F:10])([F:9])[F:11])[CH:7]=1, predict the reactants needed to synthesize it. The reactants are: [Cl:1][C:2]1[C:3]([O:12][C:13]2[CH:18]=[C:17]([O:19]COC)[CH:16]=[CH:15][C:14]=2[CH2:23][CH2:24][C:25]([O:27][CH2:28][CH3:29])=[O:26])=[N:4][CH:5]=[C:6]([C:8]([F:11])([F:10])[F:9])[CH:7]=1.Cl.[OH-].[Na+]. (4) Given the product [CH2:1]([C:5]1[N:9]([C:10]2[N:15]=[C:14]([O:16][CH2:17][CH3:18])[C:13]([CH3:23])=[CH:12][N:11]=2)[N:8]=[CH:7][C:6]=1[C:24]([NH:26][CH2:27][C:28]1[N:32]([CH3:33])[CH:31]=[N:30][CH:29]=1)=[O:25])[CH2:2][CH2:3][CH3:4], predict the reactants needed to synthesize it. The reactants are: [CH2:1]([C:5]1[N:9]([C:10]2[N:15]=[C:14]([O:16][C:17]3C=CC=C[CH:18]=3)[C:13]([CH3:23])=[CH:12][N:11]=2)[N:8]=[CH:7][C:6]=1[C:24]([NH:26][CH2:27][C:28]1[N:32]([CH3:33])[CH:31]=[N:30][CH:29]=1)=[O:25])[CH2:2][CH2:3][CH3:4]. (5) Given the product [F:15][C:7]1([F:14])[C:8](=[O:13])[N:9]([CH2:10][C:11]#[CH:12])[C:4]2[CH:3]=[C:2]([NH:1][C:20](=[O:21])[O:22][CH2:23][CH3:24])[C:17]([F:18])=[CH:16][C:5]=2[O:6]1, predict the reactants needed to synthesize it. The reactants are: [NH2:1][C:2]1[C:17]([F:18])=[CH:16][C:5]2[O:6][C:7]([F:15])([F:14])[C:8](=[O:13])[N:9]([CH2:10][C:11]#[CH:12])[C:4]=2[CH:3]=1.Cl[C:20]([O:22][CH2:23][CH3:24])=[O:21].CCOC(C)=O.CCCCCCC. (6) Given the product [NH2:8][C:9]1[C:10]([C:19]([NH:7][C:2]2[CH:3]=[CH:4][CH:5]=[CH:6][N:1]=2)=[O:20])=[N:11][C:12]([Cl:18])=[C:13]([N:15]([CH3:16])[CH3:17])[N:14]=1, predict the reactants needed to synthesize it. The reactants are: [N:1]1[CH:6]=[CH:5][CH:4]=[CH:3][C:2]=1[NH2:7].[NH2:8][C:9]1[C:10]([C:19](O)=[O:20])=[N:11][C:12]([Cl:18])=[C:13]([N:15]([CH3:17])[CH3:16])[N:14]=1. (7) Given the product [C:18]([O:17][C:15]([N:12]1[CH2:13][CH2:14][CH:9](/[CH:8]=[CH:7]/[CH:6]=[CH:5]/[C:4]([OH:22])=[O:3])[CH2:10][CH2:11]1)=[O:16])([CH3:21])([CH3:19])[CH3:20], predict the reactants needed to synthesize it. The reactants are: C([O:3][C:4](=[O:22])/[CH:5]=[CH:6]/[CH:7]=[CH:8]/[CH:9]1[CH2:14][CH2:13][N:12]([C:15]([O:17][C:18]([CH3:21])([CH3:20])[CH3:19])=[O:16])[CH2:11][CH2:10]1)C.O[Li].O. (8) Given the product [Cl:17][C:3]1[CH:4]=[C:5]2[C:10](=[CH:11][C:2]=1[OH:1])[O:9][CH:8]([C:12]([O:14][CH2:15][CH3:16])=[O:13])[CH2:7][CH2:6]2, predict the reactants needed to synthesize it. The reactants are: [OH:1][C:2]1[CH:11]=[C:10]2[C:5]([CH2:6][CH2:7][CH:8]([C:12]([O:14][CH2:15][CH3:16])=[O:13])[O:9]2)=[CH:4][CH:3]=1.[Cl:17]N1C(=O)CCC1=O.